Dataset: Catalyst prediction with 721,799 reactions and 888 catalyst types from USPTO. Task: Predict which catalyst facilitates the given reaction. Reactant: [NH2:1][CH:2]([CH2:16][C:17]1[CH:22]=[CH:21][CH:20]=[CH:19][CH:18]=1)[CH2:3][CH2:4][CH2:5][C:6]1[CH:15]=[CH:14][CH:13]=[CH:12][C:7]=1[C:8]([O:10][CH3:11])=[O:9].CCN(CC)CC.[CH3:30][C:31]([O:34][C:35](O[C:35]([O:34][C:31]([CH3:33])([CH3:32])[CH3:30])=[O:36])=[O:36])([CH3:33])[CH3:32].CC(=O)OCC. Product: [C:31]([O:34][C:35]([NH:1][CH:2]([CH2:16][C:17]1[CH:22]=[CH:21][CH:20]=[CH:19][CH:18]=1)[CH2:3][CH2:4][CH2:5][C:6]1[CH:15]=[CH:14][CH:13]=[CH:12][C:7]=1[C:8]([O:10][CH3:11])=[O:9])=[O:36])([CH3:33])([CH3:32])[CH3:30]. The catalyst class is: 2.